From a dataset of Forward reaction prediction with 1.9M reactions from USPTO patents (1976-2016). Predict the product of the given reaction. (1) The product is: [CH3:13][C:14]1[CH:15]=[CH:16][C:17]([N+:19]([O-:21])=[O:20])=[CH:18][C:23]=1[NH:24][CH2:8][C:7]1[C:2]([NH2:1])=[N:3][C:4]([S:10][CH3:11])=[N:5][CH:6]=1. Given the reactants [NH2:1][C:2]1[C:7]([CH:8]=O)=[CH:6][N:5]=[C:4]([S:10][CH3:11])[N:3]=1.C[C:13]1[CH:18]=[C:17]([N+:19]([O-:21])=[O:20])[CH:16]=[CH:15][C:14]=1N.[C:23]([BH3-])#[N:24].[Na+], predict the reaction product. (2) Given the reactants Br[C:2]1[N:7]=[C:6]2[N:8]([CH2:12][C:13]([N:15]3[CH2:20][CH2:19][O:18][CH2:17][CH2:16]3)=[O:14])[C:9](=[O:11])[NH:10][C:5]2=[N:4][CH:3]=1.F[C:22](F)(F)[C:23]([O-])=O.BrC1[N:34]=[C:33]2[N:35](CC(O)=O)[C:36](=O)[NH:37]C2=NC=1.C(N1[CH:54]=[CH:53]N=C1)(N1C=CN=C1)=O.N1CCO[CH2:57][CH2:56]1, predict the reaction product. The product is: [N:37]1[N:34]=[C:33]([C:23]2[CH:22]=[CH:54][C:53]([C:2]3[N:7]=[C:6]4[N:8]([CH2:12][C:13]([N:15]5[CH2:20][CH2:19][O:18][CH2:17][CH2:16]5)=[O:14])[C:9](=[O:11])[NH:10][C:5]4=[N:4][CH:3]=3)=[CH:57][CH:56]=2)[NH:35][CH:36]=1. (3) The product is: [Cl:1][C:2]1[N:3]=[CH:4][C:5]([C:6]2[O:7][C:19]([SH:20])=[N:9][N:8]=2)=[C:10]([NH:12][CH:13]([CH3:15])[CH3:14])[CH:11]=1. Given the reactants [Cl:1][C:2]1[CH:11]=[C:10]([NH:12][CH:13]([CH3:15])[CH3:14])[C:5]([C:6]([NH:8][NH2:9])=[O:7])=[CH:4][N:3]=1.O.[OH-].[K+].[C:19](=S)=[S:20], predict the reaction product. (4) Given the reactants C(NC(C)C)(C)C.C([Li])CCC.[CH3:13][S:14][C:15]1[CH:20]=[CH:19][C:18]([CH2:21][C:22]([OH:24])=[O:23])=[CH:17][CH:16]=1.I[CH2:26][CH:27]1[CH2:31][CH2:30][CH2:29][CH2:28]1, predict the reaction product. The product is: [CH:27]1([CH2:26][CH:21]([C:18]2[CH:17]=[CH:16][C:15]([S:14][CH3:13])=[CH:20][CH:19]=2)[C:22]([OH:24])=[O:23])[CH2:31][CH2:30][CH2:29][CH2:28]1.